Dataset: Forward reaction prediction with 1.9M reactions from USPTO patents (1976-2016). Task: Predict the product of the given reaction. (1) Given the reactants [F:1][C:2]1[CH:3]=[C:4]([C:10]2[CH:11]=[C:12]([CH:17]=[CH:18][N:19]=2)[C:13]([O:15][CH3:16])=[O:14])[CH:5]=[C:6]([F:9])[C:7]=1[F:8].[ClH:20], predict the reaction product. The product is: [ClH:20].[F:9][C:6]1[CH:5]=[C:4]([C:10]2[CH:11]=[C:12]([CH:17]=[CH:18][N:19]=2)[C:13]([O:15][CH3:16])=[O:14])[CH:3]=[C:2]([F:1])[C:7]=1[F:8]. (2) Given the reactants C([O:8][C:9]1[CH:14]=[CH:13][C:12](/[CH:15]=[C:16](\[O:22][CH2:23][CH3:24])/[C:17]([O:19][CH2:20][CH3:21])=[O:18])=[CH:11][C:10]=1[C:25]([CH3:28])([CH3:27])[CH3:26])C1C=CC=CC=1, predict the reaction product. The product is: [C:25]([C:10]1[CH:11]=[C:12]([CH2:15][CH:16]([O:22][CH2:23][CH3:24])[C:17]([O:19][CH2:20][CH3:21])=[O:18])[CH:13]=[CH:14][C:9]=1[OH:8])([CH3:27])([CH3:26])[CH3:28]. (3) The product is: [N:24]1[CH:25]=[CH:26][C:21]([C:7]2[C:6]3[C:10](=[CH:11][CH:12]=[C:4]([NH2:1])[CH:5]=3)[N:9]([CH2:13][O:14][CH2:15][CH2:16][Si:17]([CH3:20])([CH3:19])[CH3:18])[N:8]=2)=[CH:22][CH:23]=1. Given the reactants [N+:1]([C:4]1[CH:5]=[C:6]2[C:10](=[CH:11][CH:12]=1)[N:9]([CH2:13][O:14][CH2:15][CH2:16][Si:17]([CH3:20])([CH3:19])[CH3:18])[N:8]=[C:7]2[C:21]1[CH:26]=[CH:25][N:24]=[CH:23][CH:22]=1)([O-])=O, predict the reaction product. (4) Given the reactants [Cl:1][C:2]1[CH:3]=[C:4]([C:8]2[C:13]3[N:14]([CH2:20][C@H:21]4[CH2:26][CH2:25][C@H:24]([CH3:27])[CH2:23][CH2:22]4)[C:15]([C:17]([CH3:19])=[CH2:18])=[N:16][C:12]=3[CH:11]=[C:10]([C:28]3[NH:32][C:31](=[O:33])[O:30][N:29]=3)[N:9]=2)[CH:5]=[N:6][CH:7]=1.[CH3:34][S-:35].[Na+], predict the reaction product. The product is: [Cl:1][C:2]1[CH:3]=[C:4]([C:8]2[C:13]3[N:14]([CH2:20][C@H:21]4[CH2:22][CH2:23][C@H:24]([CH3:27])[CH2:25][CH2:26]4)[C:15]([CH:17]([CH3:19])[CH2:18][S:35][CH3:34])=[N:16][C:12]=3[CH:11]=[C:10]([C:28]3[NH:32][C:31](=[O:33])[O:30][N:29]=3)[N:9]=2)[CH:5]=[N:6][CH:7]=1.